Dataset: Forward reaction prediction with 1.9M reactions from USPTO patents (1976-2016). Task: Predict the product of the given reaction. (1) Given the reactants [CH3:1][N:2]([CH3:12])[CH2:3][CH2:4][CH2:5][N:6]1[CH2:11][CH2:10][NH:9][CH2:8][CH2:7]1.[ClH:13].[CH3:14][O:15][C:16]1[C:24]2[O:23][C:22]([CH3:26])([CH3:25])[CH2:21][C:20]=2[C:19]([C:27]2[C@@H:36]3[C@@H:31]([CH2:32][CH:33]=[CH:34][CH2:35]3)[C:30](=[O:37])[N:29]([C:38]3[CH:43]=[CH:42][C:41]([C:44](N4CCN(C/C=C/C5C=CC=CC=5)CC4)=[O:45])=[CH:40][CH:39]=3)[N:28]=2)=[CH:18][CH:17]=1, predict the reaction product. The product is: [ClH:13].[ClH:13].[CH3:12][N:2]([CH3:1])[CH2:3][CH2:4][CH2:5][N:6]1[CH2:7][CH2:8][N:9]([C:44]([C:41]2[CH:42]=[CH:43][C:38]([N:29]3[N:28]=[C:27]([C:19]4[C:20]5[CH2:21][C:22]([CH3:26])([CH3:25])[O:23][C:24]=5[C:16]([O:15][CH3:14])=[CH:17][CH:18]=4)[C@@H:36]4[C@@H:31]([CH2:32][CH:33]=[CH:34][CH2:35]4)[C:30]3=[O:37])=[CH:39][CH:40]=2)=[O:45])[CH2:10][CH2:11]1. (2) Given the reactants [F:1][CH2:2][S:3]([C:5]1[CH:10]=[CH:9][C:8]([CH3:11])=[CH:7][CH:6]=1)=O.[CH3:12][C:13]1[CH:14]=[CH:15][C:16]([CH3:19])=[CH:17][CH:18]=1.FC(F)(F)S(OS(C(F)(F)F)(=O)=O)(=O)=O.[H+].[B-:36]([F:40])([F:39])([F:38])[F:37], predict the reaction product. The product is: [F:37][B-:36]([F:40])([F:39])[F:38].[CH3:12][C:13]1[CH:14]=[CH:15][C:16]([CH3:19])=[CH:17][C:18]=1[S+:3]([CH2:2][F:1])[C:5]1[CH:10]=[CH:9][C:8]([CH3:11])=[CH:7][CH:6]=1. (3) Given the reactants [NH2:1][C:2]1[CH:3]=[C:4]2[C:9](=[CH:10][CH:11]=1)[N:8]=[C:7]([CH3:12])[C:6]([C:13]#[N:14])=[C:5]2[NH:15][C:16]1[CH:21]=[CH:20][C:19]([F:22])=[C:18]([Cl:23])[CH:17]=1.[N:24]1[CH:29]=[CH:28][CH:27]=[C:26]([CH:30]=O)[CH:25]=1.[BH3-]C#N.[Na+], predict the reaction product. The product is: [Cl:23][C:18]1[CH:17]=[C:16]([NH:15][C:5]2[C:4]3[C:9](=[CH:10][CH:11]=[C:2]([NH:1][CH2:30][C:26]4[CH:25]=[N:24][CH:29]=[CH:28][CH:27]=4)[CH:3]=3)[N:8]=[C:7]([CH3:12])[C:6]=2[C:13]#[N:14])[CH:21]=[CH:20][C:19]=1[F:22]. (4) Given the reactants O=[CH:2][C:3]([OH:5])=[O:4].[NH:6]1[CH2:11][CH2:10][CH2:9][CH2:8][CH2:7]1.[F:12][C:13]1[CH:18]=[C:17]([F:19])[CH:16]=[CH:15][C:14]=1B(O)O, predict the reaction product. The product is: [F:12][C:13]1[CH:18]=[C:17]([F:19])[CH:16]=[CH:15][C:14]=1[CH:2]([N:6]1[CH2:11][CH2:10][CH2:9][CH2:8][CH2:7]1)[C:3]([OH:5])=[O:4].